From a dataset of Catalyst prediction with 721,799 reactions and 888 catalyst types from USPTO. Predict which catalyst facilitates the given reaction. (1) Reactant: [Cl:1][C:2]1[N:7]=[C:6]([NH2:8])[CH:5]=[C:4]([CH3:9])[CH:3]=1.CCN(CC)CC.[F:17][C:18]1([F:33])[O:22][C:21]2[CH:23]=[CH:24][C:25]([C:27]3([C:30](Cl)=[O:31])[CH2:29][CH2:28]3)=[CH:26][C:20]=2[O:19]1. Product: [Cl:1][C:2]1[N:7]=[C:6]([NH:8][C:30]([C:27]2([C:25]3[CH:24]=[CH:23][C:21]4[O:22][C:18]([F:33])([F:17])[O:19][C:20]=4[CH:26]=3)[CH2:29][CH2:28]2)=[O:31])[CH:5]=[C:4]([CH3:9])[CH:3]=1. The catalyst class is: 4. (2) Reactant: [Na+].[S:2]([C:6]1[CH:7]=[C:8]([C:15]([O-:17])=[O:16])[CH:9]=[C:10]([CH:14]=1)[C:11]([O-:13])=[O:12])([OH:5])(=[O:4])=[O:3].[Na+].[Na].[Cl-].[Ba+2:21].[Cl-]. Product: [Ba+2:21].[S:2]([C:6]1[CH:7]=[C:8]([C:15]([O-:17])=[O:16])[CH:9]=[C:10]([CH:14]=1)[C:11]([O-:13])=[O:12])([OH:5])(=[O:4])=[O:3]. The catalyst class is: 6.